The task is: Binary Classification. Given a miRNA mature sequence and a target amino acid sequence, predict their likelihood of interaction.. This data is from Experimentally validated miRNA-target interactions with 360,000+ pairs, plus equal number of negative samples. (1) The miRNA is hsa-miR-548an with sequence AAAAGGCAUUGUGGUUUUUG. The protein sequence of the target gene is MDDPKKEDILLLADEKFDFDLSLSSSSANEDDEVFFGPFGHKERCIAASLELNNPVPEQPPLPTSESPFAWSPLAGEKFVEVYKEAHLLALHIESSSRNQAAQAAKPEDPRSQGVERFIQESKLKINLFEKEKEMKKSPTSLKRETYYLSDSPLLGPPVGEPRLLASSPALPSSGAQARLTRAPGPPHSAHALPRESCTAHAASQAATQRKPGTKLLLPRAASVRGRSIPGAAEKPKKEIPASPSRTKIPAEKESHRDVLPDKPAPGAVNVPAAGSHLGQGKRAIPVPNKLGLKKTLLKA.... Result: 0 (no interaction). (2) The miRNA is hsa-miR-125b-5p with sequence UCCCUGAGACCCUAACUUGUGA. The protein sequence of the target gene is MKPPAACAGDVVDAASPASTVNHLRWDLSAQQIRALTTQLIEQTKCVYDRVGAQNFEDVSYESTLKALADVEVTYTVQRNILDFPQHVSPCKDIRAASTEADKKLSEFDVEMSMRQDVYQRVVWLQEKTPKNSLKPEAARYLERLIKLGRRNGLHLPQDTQEKIKNIKKRLSLLCIDFNKNLNEDTTFLPFTREELGGLPEDFLSSLEKAEDGKLKVTLKYPHYFPLLKKCHVPETRRLLEEAFNCRCKEENCAILKELVSLRAQKSSLLGFHTHADYVLEMNMAKTSQTVATFLDELAQ.... Result: 0 (no interaction). (3) The protein sequence of the target gene is MRSRVLWGAARWLWPRRAVGPARRPLSSGSPPLEELFTRGGPLRTFLERQAGSEAHLKVRRPELLAVIKLLNEKERELRETEHLLHDENEDLRKLAENEITLCQKEITQLKHQIILLLVPSEETDENDLILEVTAGVGGQEAMLFTSEIFDMYQQYAAFKRWHFETLEYFPSELGGLRHASASIGGSEAYRHMKFEGGVHRVQRVPKTEKQGRVHTSTMTVAILPQPTEINLVINPKDLRIDTKRASGAGGQHVNTTDSAVRIVHLPTGVVSECQQERSQLKNKELAMTKLRAKLYSMHL.... The miRNA is hsa-miR-766-3p with sequence ACUCCAGCCCCACAGCCUCAGC. Result: 1 (interaction). (4) The miRNA is rno-miR-22-5p with sequence AGUUCUUCAGUGGCAAGCUUUA. The protein sequence of the target gene is MTDTLLPAAPQPLEKEGDDYFRKGCNPLAQTGRSKLQNQRAALNQQILKAVRMRTGAENLLKVATNQKVREQVRLELSFVNSDLQMLKEELEGLNISVGVYQGTEEAFTIPLIPLGLKETKEVDFSIVFKDFILEHYSEDSYLYEDDIADLMDLRQACRTPSRDEAGVELLMSYFIQLGFVESRFFPPTRHMGLLFTWYDSFTGVPVSQQTLLLEKASVLFNIGALYTQIGTRCNRQTQAGLESAVDAFQRAAGVLNYLKETFTHTPSYDMSPAMLSVLVKMMLAQAQESVFEKVCLPGI.... Result: 0 (no interaction). (5) The miRNA is hsa-miR-181c-5p with sequence AACAUUCAACCUGUCGGUGAGU. The protein sequence of the target gene is MASAGTQHYSIGLRQKNSFKQSGPSGTVPATPPEKPSEGRVWPQAHQQVKPIWKLEKKQVETLSAGLGPGLLGVPPQPAYFFCPSTLCSSGTTAVIAGHSSSCYLHSLPDLFNSTLLYRRSSYRQKPYQQLESFCLRSSPSEKSPFSLPQKSLPVSLTANKATSSMVFSMAQPMASSSTEPYLCLAAAGENPSGKSLASAISGKIPSPLSSSYKPMLNNNSFMWPNSTPVPLLQTTQGLKPVSPPKIQPVSWHHSGGTGDCAPQPVDHKVPKSIGTVPADASAHIALSTASSHDTSTTSV.... Result: 0 (no interaction). (6) The miRNA is mmu-miR-34b-5p with sequence AGGCAGUGUAAUUAGCUGAUUGU. The protein sequence of the target gene is MSSGGRFNFDDGGSYCGGWEDGKAHGHGVCTGPKGQGEYTGSWSHGFEVLGVYTWPSGNTYQGTWAQGKRHGIGLESKGKWVYKGEWTHGFKGRYGVRECTGNGAKYEGTWSNGLQDGYGTETYSDGGTYQGQWVGGMRQGYGVRQSVPYGMAAVIRSPLRTSINSLRSEHTNGAALHPDASPAVAGSPAVSRGGFVLVAHSDSEILKSKKKGLFRRSLLSGLKLRKSESKSSLASQRSKQSSFRSEAGMSTVSSTASDIHSTISLGEAEAELAVIEDDIDATTTETYVGEWKNDKRSGF.... Result: 1 (interaction). (7) The miRNA is hsa-miR-199a-3p with sequence ACAGUAGUCUGCACAUUGGUUA. The protein sequence of the target gene is MPSAFSVSSFPVSIPAVLTQTDWTEPWLMGLATFHALCVLLTCLSSRSYRLQIGHFLCLVILVYCAEYINEAAAMNWRLFSKYQYFDSRGMFISIVFSAPLLVNAMIIVVMWVWKTLNVMTDLKNAQERRKEKKRRRKED. Result: 1 (interaction). (8) Result: 0 (no interaction). The miRNA is hsa-miR-4433b-3p with sequence CAGGAGUGGGGGGUGGGACGU. The protein sequence of the target gene is MAPSPRTSSRQDATALPSMSSTFWAFMILASLLIAYCSQLAAGTCEIVTLDRDSSQPRRTIARQTARCACRKGQIAGTTRARPACVDARIIKTKQWCDMLPCLEGEGCDLLINRSGWTCTQPGGRIKTTTVS.